From a dataset of Full USPTO retrosynthesis dataset with 1.9M reactions from patents (1976-2016). Predict the reactants needed to synthesize the given product. (1) Given the product [F:31][C:22]1[C:21]([C:8]2[CH:7]=[CH:6][C:5]([NH2:19])=[C:4]([N+:1]([O-:3])=[O:2])[CH:9]=2)=[C:26]([C:27]([F:28])([F:29])[F:30])[CH:25]=[CH:24][CH:23]=1, predict the reactants needed to synthesize it. The reactants are: [N+:1]([C:4]1[CH:9]=[C:8](B2OC(C)(C)C(C)(C)O2)[CH:7]=[CH:6][C:5]=1[NH2:19])([O-:3])=[O:2].Br[C:21]1[C:26]([C:27]([F:30])([F:29])[F:28])=[CH:25][CH:24]=[CH:23][C:22]=1[F:31].C([O-])([O-])=O.[Na+].[Na+]. (2) Given the product [S:12]([C:4]1[C:5]2[CH2:6][CH2:7][CH2:8][CH2:9][C:10]=2[C:1]([OH:11])=[CH:2][CH:3]=1)[C:13]#[N:14], predict the reactants needed to synthesize it. The reactants are: [C:1]1([OH:11])[C:10]2[CH2:9][CH2:8][CH2:7][CH2:6][C:5]=2[CH:4]=[CH:3][CH:2]=1.[S-:12][C:13]#[N:14].[Na+].[Br-].[Na+].BrBr.